Dataset: Forward reaction prediction with 1.9M reactions from USPTO patents (1976-2016). Task: Predict the product of the given reaction. (1) The product is: [Cl:1][C:2]1[CH:7]=[CH:6][C:5]([CH2:8][C:9]2[NH:25][N:24]=[N:23][N:10]=2)=[CH:4][C:3]=1[O:11][C:12]1[CH:17]=[CH:16][C:15]([S:18]([CH3:21])(=[O:19])=[O:20])=[CH:14][C:13]=1[Cl:22]. Given the reactants [Cl:1][C:2]1[CH:7]=[CH:6][C:5]([CH2:8][C:9]#[N:10])=[CH:4][C:3]=1[O:11][C:12]1[CH:17]=[CH:16][C:15]([S:18]([CH3:21])(=[O:20])=[O:19])=[CH:14][C:13]=1[Cl:22].[N:23]([Si](C)(C)C)=[N+:24]=[N-:25].[F-].C([N+](CCCC)(CCCC)CCCC)CCC.C(OCC)(=O)C, predict the reaction product. (2) Given the reactants N[C:2]1[CH:15]=[C:14]2[C:5]([S:6][C:7]3[C:8]([C:16]4[O:17][C:18]([N:23]5[CH2:28][CH2:27][O:26][CH2:25][CH2:24]5)=[CH:19][C:20](=[O:22])[CH:21]=4)=[CH:9][CH:10]=[CH:11][C:12]=3[CH2:13]2)=[CH:4][CH:3]=1.C(=O)([O-])[O-:30].[K+].[K+].[CH3:35][O:36][C:37](=[O:40])[CH2:38]Br, predict the reaction product. The product is: [CH3:35][O:36][C:37](=[O:40])[CH2:38][O:30][C:2]1[CH:3]=[CH:4][C:5]2[S:6][C:7]3[C:12](=[CH:11][CH:10]=[CH:9][C:8]=3[C:16]3[O:17][C:18]([N:23]4[CH2:28][CH2:27][O:26][CH2:25][CH2:24]4)=[CH:19][C:20](=[O:22])[CH:21]=3)[CH2:13][C:14]=2[CH:15]=1. (3) Given the reactants C([Li])CCC.Br[C:7]1[CH:8]=[C:9]([CH3:21])[C:10]([O:13][Si](C(C)(C)C)(C)C)=[N:11][CH:12]=1.[Br:22][C:23]1[CH:24]=[C:25]([C:29]([C:37]2[CH:42]=[CH:41][CH:40]=[C:39]([F:43])[C:38]=2[C:44]#[N:45])=[N:30][S@](C(C)(C)C)=O)[CH:26]=[CH:27][CH:28]=1.Cl.[OH-].[Na+], predict the reaction product. The product is: [NH2:45][C:44]1[C:38]2[C:37](=[CH:42][CH:41]=[CH:40][C:39]=2[F:43])[C@@:29]([C:7]2[CH:8]=[C:9]([CH3:21])[C:10](=[O:13])[NH:11][CH:12]=2)([C:25]2[CH:26]=[CH:27][CH:28]=[C:23]([Br:22])[CH:24]=2)[N:30]=1. (4) Given the reactants C[O:2][C:3](=[O:35])[C@@H:4]([NH:12][C:13]([C:15]1[CH:16]=[N:17][C:18]([O:21][CH2:22][C:23]2[C:24]([C:29]3[CH:34]=[CH:33][CH:32]=[CH:31][CH:30]=3)=[N:25][O:26][C:27]=2[CH3:28])=[CH:19][CH:20]=1)=[O:14])[CH2:5][C:6]1[CH:11]=[CH:10][CH:9]=[CH:8][CH:7]=1.O.[OH-].[Li+].Cl, predict the reaction product. The product is: [CH3:28][C:27]1[O:26][N:25]=[C:24]([C:29]2[CH:30]=[CH:31][CH:32]=[CH:33][CH:34]=2)[C:23]=1[CH2:22][O:21][C:18]1[N:17]=[CH:16][C:15]([C:13]([NH:12][C@@H:4]([CH2:5][C:6]2[CH:11]=[CH:10][CH:9]=[CH:8][CH:7]=2)[C:3]([OH:35])=[O:2])=[O:14])=[CH:20][CH:19]=1. (5) Given the reactants [Cl-].[CH2:2]([N+:6]1[CH:11]=[CH:10][CH:9]=[C:8]([CH3:12])[CH:7]=1)[CH2:3][CH2:4][CH3:5].[C:13]([O-:18])(=[O:17])[CH2:14][CH2:15][CH3:16].[Na+], predict the reaction product. The product is: [C:13]([O-:18])(=[O:17])[CH2:14][CH2:15][CH3:16].[CH2:2]([N+:6]1[CH:11]=[CH:10][CH:9]=[C:8]([CH3:12])[CH:7]=1)[CH2:3][CH2:4][CH3:5]. (6) The product is: [CH3:10][C@H:5]([CH2:6][CH2:7][CH:8]=[CH2:9])[CH2:4][CH:3]=[O:2]. Given the reactants C[O:2][CH:3](OC)[CH2:4][C@H:5]([CH3:10])[CH2:6][CH2:7][CH:8]=[CH2:9].C(O)(C(F)(F)F)=O.O.C(=O)(O)[O-].[Na+].O, predict the reaction product.